Dataset: Forward reaction prediction with 1.9M reactions from USPTO patents (1976-2016). Task: Predict the product of the given reaction. (1) Given the reactants [CH3:1][C:2]([C:7]1[CH:12]=[CH:11][CH:10]=[CH:9][CH:8]=1)([CH3:6])[C:3](=[S:5])[NH2:4].Br[CH2:14][C:15](=O)[C:16]([O:18][CH2:19][CH3:20])=[O:17], predict the reaction product. The product is: [C:7]1([C:2]([C:3]2[S:5][CH:14]=[C:15]([C:16]([O:18][CH2:19][CH3:20])=[O:17])[N:4]=2)([CH3:1])[CH3:6])[CH:12]=[CH:11][CH:10]=[CH:9][CH:8]=1. (2) Given the reactants [NH2:1][C:2]1[N:3]([CH3:8])[N:4]=[CH:5][C:6]=1[Br:7].[O:9]([C:16]1[CH:21]=[CH:20][C:19](B(O)O)=[CH:18][CH:17]=1)[C:10]1[CH:15]=[CH:14][CH:13]=[CH:12][CH:11]=1.C(N(CC)CC)C, predict the reaction product. The product is: [Br:7][C:6]1[CH:5]=[N:4][N:3]([CH3:8])[C:2]=1[NH:1][C:19]1[CH:20]=[CH:21][C:16]([O:9][C:10]2[CH:15]=[CH:14][CH:13]=[CH:12][CH:11]=2)=[CH:17][CH:18]=1. (3) Given the reactants Br[C:2]1[CH:3]=[C:4]([C:8]2[C:17]3[C:12](=[C:13]([C:18]([F:21])([F:20])[F:19])[CH:14]=[CH:15][CH:16]=3)[N:11]=[CH:10][N:9]=2)[CH:5]=[CH:6][CH:7]=1.[CH3:22][S:23]([C:26]1[CH:27]=[C:28](B(O)O)[CH:29]=[CH:30][CH:31]=1)(=[O:25])=[O:24].C([O-])([O-])=O.[Na+].[Na+], predict the reaction product. The product is: [CH3:22][S:23]([C:26]1[CH:31]=[C:30]([C:2]2[CH:7]=[CH:6][CH:5]=[C:4]([C:8]3[C:17]4[C:12](=[C:13]([C:18]([F:21])([F:20])[F:19])[CH:14]=[CH:15][CH:16]=4)[N:11]=[CH:10][N:9]=3)[CH:3]=2)[CH:29]=[CH:28][CH:27]=1)(=[O:25])=[O:24]. (4) Given the reactants [Br:1]Br.[F:3][C:4]([F:14])([F:13])[O:5][C:6]1[CH:11]=[CH:10][CH:9]=[CH:8][C:7]=1[OH:12], predict the reaction product. The product is: [Br:1][C:10]1[CH:9]=[CH:8][C:7]([OH:12])=[C:6]([O:5][C:4]([F:13])([F:14])[F:3])[CH:11]=1. (5) The product is: [F:1][C:2]1[CH:3]=[CH:4][C:5]([N:10]2[CH:14]=[N:13][CH:12]=[N:11]2)=[C:6]([CH2:7][NH2:8])[CH:9]=1. Given the reactants [F:1][C:2]1[CH:3]=[CH:4][C:5]([N:10]2[CH:14]=[N:13][CH:12]=[N:11]2)=[C:6]([CH:9]=1)[C:7]#[N:8].N, predict the reaction product. (6) Given the reactants C1(P(C2C=CC=CC=2)C2C=CC=CC=2)C=CC=CC=1.[Br:20][C:21]1[CH:22]=[C:23]([OH:28])[CH:24]=[C:25]([F:27])[CH:26]=1.O[CH:30]1[CH2:35][CH2:34][N:33]([C:36]([O:38][C:39]([CH3:42])([CH3:41])[CH3:40])=[O:37])[CH2:32][CH2:31]1.N(C(OC(C)(C)C)=O)=NC(OC(C)(C)C)=O, predict the reaction product. The product is: [Br:20][C:21]1[CH:22]=[C:23]([CH:24]=[C:25]([F:27])[CH:26]=1)[O:28][CH:30]1[CH2:35][CH2:34][N:33]([C:36]([O:38][C:39]([CH3:42])([CH3:41])[CH3:40])=[O:37])[CH2:32][CH2:31]1.